From a dataset of B-cell epitopes from IEDB database with 3,159 antigens for binding position prediction. Token-level Classification. Given an antigen amino acid sequence, predict which amino acid positions are active epitope sites capable of antibody binding. Output is a list of indices for active positions. (1) Given the antigen sequence: MGKFLATLILFFQFCPLIFGDYSPSCCTLTIGVSSYHSKPCNPAQPVCSWTLDLLALSADQALQPPCPNLVSYSSYHDTYSLYLFPHWIKKPNRNGGGYYSASYSDPCSLKCPYLGCQSWTCPYTGAVSSPYWKFQHDVNFTQEVSRLNINLHFSKCGFPFSLLVDAPGYDPIWFLNTEPSQLPPTAPPLLPHSNLDHILEPSIPWKSKLLTLVQLTLQSTNYTCIVCIDRASLSTWHVLYSPNVSVPSSSSTPLLYPSLALPAPHLTLPFNWTHCFDPQIQAIVSSPCHNSLILPPFSLSPVPTLGSRSRR, which amino acid positions are active epitope sites? The epitope positions are: [275, 276, 277, 278, 279, 280, 281, 282, 283, 284, 285, 286, 287, 288, 289, 290]. The amino acids at these positions are: CFDPQIQAIVSSPCHN. (2) Given the antigen sequence: MSTIPKPQRKTKRNTNRRPQDVKFPGGGQIVGGVYLLPRRGPRLGVRATRKTSERSQPRGRRQPIPKVRRPEGRTWAQPGYPWPLYGNEGCGWAGWLLSPRGSRPSWGPTDPRRRSRNLGKVIDTLTCGFADLMGYIPLVGAPLGGAARALAHGVRVLEDGVNYATGNLPGCSFSIFLLALLSCLTVPASAYQVRNSTGLYHVTNDCPNSSIVYEAHDAILHTPGCVPCVREGNVSRCWVAMTPTVATRDGKLPATQLRRHIDLLVGSATLCSALYVGDLCGSVFLIGQLFTFSPRRHWTTQGCNCSIYPGHITGHRMAWDMMMNWSPTAALVMAQLLRIPQAILDMIAGAHWGVLAGIAYFSMVGNWAKVLVVLLLFAGVDAETIVSGGQAARAMSGLVSLFTPGAKQNIQLINTNGSWHINSTALNCNESLNTGWLAGLIYQHKFNSSGCPERLASCRRLTDFDQGWGPISHANGSGPDQRPYCWHYPPKPCGIVPAK..., which amino acid positions are active epitope sites? The epitope positions are: [1689, 1690, 1691, 1692, 1693, 1694, 1695, 1696, 1697, 1698]. The amino acids at these positions are: GRPAIIPDRE. (3) Given the antigen sequence: MERLSREAVVSCDKKQKAREERFAASLQRRLERRKARVDALVAKALKAEATAKAKEEALAKAEMSAKADQQSEETIRQRQEQRAARVKGLVESRTKASTAEAEVGSLSVGKQLTGELHPAMEDQDARIEAIIAEILNVEKASDNDENAETLAAEQTAAASTSRRSGRKAKTTAVVLLETPDVATSTAEVPQESMPVEAEAAEASLEEAITRQMQGRPVSAQPQATTDVSTAAPVEAVEEAVATMSEVQEVRVDAELPPSPPMPLSSATAEPKELASAHEYFVAHLEKAKERTTAPLLTRIPPAPSAPASSPTPPRTWMVAENSTGLFRL, which amino acid positions are active epitope sites? The epitope positions are: [12, 13, 14, 15, 16, 17, 18, 19, 20, 21, 22, 23, 24, 25, 26, 27, 28, 29, 30, 31... (24 total positions)]. The amino acids at these positions are: DKKQKAREERFAASLQRRLERRKA. (4) Given the antigen sequence: MTGVKMAIDENKQKALAAALGQIEKQFGKGSIMRLGEDRSMDVETISTGSLSLDIALGAGGLPMGRIVEIYGPESSGKTTLTLQVIAAAQREGKTCAFIDAEHALDPIYARKLGVDIDNLLCSQPDTGEQALEICDALARSGAVDVIVVDSVAALTPKAEIEGEIGDSHMGLAARMMSQAMRKLAGNLKQSNTLLIFINQIRMKIGVMFGNPETTTGGNALKFYASVRLDIRRIGAVKEGENVVGSETRVKVVKNKIAAPFKQAEFQILYGEGINFYGELVDLGVKEKLIEKAGAWYSYKGEKIGQGKANATAWLKDNPETAKEIEKKVRELLLSNPNSTPDFSVDDSEGVAETNEDF, which amino acid positions are active epitope sites? The epitope positions are: [238, 239, 240, 241, 242, 243, 244, 245, 246, 247, 248, 249, 250, 251, 252, 253, 254, 255, 256, 257... (24 total positions)]. The amino acids at these positions are: EGENVVGSETRVKVVKNKIAAPFK.